The task is: Predict the reactants needed to synthesize the given product.. This data is from Full USPTO retrosynthesis dataset with 1.9M reactions from patents (1976-2016). (1) Given the product [OH:8][C:9]1[CH:14]=[CH:13][CH:12]=[CH:11][C:10]=1[NH:15][C:16]1[N:21]2[N:22]=[CH:23][C:24]([C:25]([NH:27][S:28]([CH2:31][CH3:32])(=[O:29])=[O:30])=[O:26])=[C:20]2[N:19]=[CH:18][C:17]=1[C:33]([N:35]1[CH2:36][CH2:37][CH:38]([C:41]2[CH:42]=[CH:43][CH:44]=[CH:45][CH:46]=2)[CH2:39][CH2:40]1)=[O:34], predict the reactants needed to synthesize it. The reactants are: C([O:8][C:9]1[CH:14]=[CH:13][CH:12]=[CH:11][C:10]=1[NH:15][C:16]1[N:21]2[N:22]=[CH:23][C:24]([C:25]([NH:27][S:28]([CH2:31][CH3:32])(=[O:30])=[O:29])=[O:26])=[C:20]2[N:19]=[CH:18][C:17]=1[C:33]([N:35]1[CH2:40][CH2:39][CH:38]([C:41]2[CH:46]=[CH:45][CH:44]=[CH:43][CH:42]=2)[CH2:37][CH2:36]1)=[O:34])C1C=CC=CC=1. (2) Given the product [NH2:6][C:5]1[C:7]([CH3:9])=[CH:8][C:2]([C:17]#[N:18])=[CH:3][C:4]=1[CH2:10][CH3:11], predict the reactants needed to synthesize it. The reactants are: Br[C:2]1[CH:8]=[C:7]([CH3:9])[C:5]([NH2:6])=[C:4]([CH2:10][CH3:11])[CH:3]=1.[C-]#N.[Na+].[I-].[K+].[CH3:17][NH:18]CCNC. (3) Given the product [OH:8][CH:9]([C:23]1[CH:24]=[CH:25][C:26]([C:29]2[N:33]=[C:32]([C:34]3[O:38][N:37]=[C:36]([C:39]4[CH:44]=[CH:43][CH:42]=[CH:41][CH:40]=4)[C:35]=3[C:45]([F:48])([F:47])[F:46])[O:31][N:30]=2)=[CH:27][CH:28]=1)[CH2:10][N:11]1[CH2:16][CH2:15][CH2:14][C@H:13]([CH2:17][C:18]([OH:20])=[O:19])[CH2:12]1, predict the reactants needed to synthesize it. The reactants are: [Si]([O:8][C@@H:9]([C:23]1[CH:28]=[CH:27][C:26]([C:29]2[N:33]=[C:32]([C:34]3[O:38][N:37]=[C:36]([C:39]4[CH:44]=[CH:43][CH:42]=[CH:41][CH:40]=4)[C:35]=3[C:45]([F:48])([F:47])[F:46])[O:31][N:30]=2)=[CH:25][CH:24]=1)[CH2:10][N:11]1[CH2:16][CH2:15][CH2:14][C@H:13]([CH2:17][C:18]([O:20]CC)=[O:19])[CH2:12]1)(C(C)(C)C)(C)C.Cl.O1CCOCC1. (4) Given the product [C:31]([C@@H:12]1[CH2:11][CH:10]([CH2:9][C:6]2[CH:7]=[CH:8][C:3]([C:25]3[CH:26]=[CH:27][CH:28]=[CH:29][CH:30]=3)=[CH:4][CH:5]=2)[N:14](/[CH:15]=[CH:16]/[C:17]2[CH:18]=[CH:19][CH:20]=[CH:21][CH:41]=2)[C:13]1=[O:24])(=[O:38])[C:32]1[CH:37]=[CH:36][CH:35]=[CH:34][CH:33]=1, predict the reactants needed to synthesize it. The reactants are: [H-].[Na+].[C:3]1([C:25]2[CH:30]=[CH:29][CH:28]=[CH:27][CH:26]=2)[CH:8]=[CH:7][C:6]([CH2:9][C@H:10]2[N:14]([CH2:15][C:16]3[CH:21]=[CH:20][C:19](OC)=[CH:18][CH:17]=3)[C:13](=[O:24])[CH2:12][CH2:11]2)=[CH:5][CH:4]=1.[C:31](OC)(=[O:38])[C:32]1[CH:37]=[CH:36][CH:35]=[CH:34][CH:33]=1.[C:41]1(C)C=CC=CC=1. (5) Given the product [O:28]1[C:32]2[CH:33]=[CH:34][CH:35]=[CH:36][C:31]=2[CH:30]=[C:29]1[C:6]1[C:5]([N:4]([CH:1]2[CH2:3][CH2:2]2)[CH3:27])=[N:14][C:13]2[C:8](=[CH:9][CH:10]=[C:11]([C:15]([O:17][CH3:18])=[O:16])[CH:12]=2)[N:7]=1, predict the reactants needed to synthesize it. The reactants are: [CH:1]1([N:4]([CH3:27])[C:5]2[C:6](OS(C(F)(F)F)(=O)=O)=[N:7][C:8]3[C:13]([N:14]=2)=[CH:12][C:11]([C:15]([O:17][CH3:18])=[O:16])=[CH:10][CH:9]=3)[CH2:3][CH2:2]1.[O:28]1[C:32]2[CH:33]=[CH:34][CH:35]=[CH:36][C:31]=2[CH:30]=[C:29]1B(O)O.[O-]P([O-])([O-])=O.[K+].[K+].[K+]. (6) Given the product [N+:32]([O:35][C@@H:36]([CH2:43][O:44][N+:45]([O-:47])=[O:46])[CH2:37][CH2:38][CH2:39][C:40]([O:29][CH2:28][C:8]1[N:9]([CH2:10][C:11]2[CH:12]=[CH:13][C:14]([C:17]3[CH:18]=[CH:19][CH:20]=[CH:21][C:22]=3[C:23]3[N:24]=[N:25][NH:26][N:27]=3)=[CH:15][CH:16]=2)[C:5]([CH2:4][CH2:3][CH2:2][CH3:1])=[N:6][C:7]=1[Cl:30])=[O:41])([O-:34])=[O:33], predict the reactants needed to synthesize it. The reactants are: [CH3:1][CH2:2][CH2:3][CH2:4][C:5]1[N:9]([CH2:10][C:11]2[CH:12]=[CH:13][C:14]([C:17]3[CH:18]=[CH:19][CH:20]=[CH:21][C:22]=3[C:23]3[N:27]=[N:26][N-:25][N:24]=3)=[CH:15][CH:16]=2)[C:8]([CH2:28][OH:29])=[C:7]([Cl:30])[N:6]=1.[K+].[N+:32]([O:35][C@@H:36]([CH2:43][O:44][N+:45]([O-:47])=[O:46])[CH2:37][CH2:38][CH2:39][C:40](O)=[O:41])([O-:34])=[O:33].CN1CCOCC1.Cl.CN(C)CCCN=C=NCC.OP([O-])(O)=O.[Na+].OP([O-])([O-])=O.[Na+].[Na+]. (7) Given the product [CH2:35]([C:38]1[C:42]([CH2:43][CH2:8][CH2:7][CH:3]=[O:2])=[CH:41][N:40]([C:45]2[CH:50]=[CH:49][C:48]([C:51]([F:54])([F:53])[F:52])=[CH:47][N:46]=2)[N:39]=1)[CH2:36][CH3:37], predict the reactants needed to synthesize it. The reactants are: [Br-].[O:2]1CCO[CH:3]1[CH2:7][CH2:8][P+](C1C=CC=CC=1)(C1C=CC=CC=1)C1C=CC=CC=1.[H-].[Na+].CN(C)C=O.[CH2:35]([C:38]1[C:42]([CH:43]=O)=[CH:41][N:40]([C:45]2[CH:50]=[CH:49][C:48]([C:51]([F:54])([F:53])[F:52])=[CH:47][N:46]=2)[N:39]=1)[CH2:36][CH3:37]. (8) The reactants are: [OH:1][C:2]1[CH:7]=[CH:6][C:5]([S:8][CH2:9][CH2:10][CH2:11][C:12]([OH:14])=O)=[CH:4][CH:3]=1.[CH3:15][C:16]1[CH:24]=[CH:23][C:19]([CH2:20][NH:21][CH3:22])=[CH:18][CH:17]=1. Given the product [OH:1][C:2]1[CH:3]=[CH:4][C:5]([S:8][CH2:9][CH2:10][CH2:11][C:12]([N:21]([CH3:22])[CH2:20][C:19]2[CH:23]=[CH:24][C:16]([CH3:15])=[CH:17][CH:18]=2)=[O:14])=[CH:6][CH:7]=1, predict the reactants needed to synthesize it. (9) Given the product [CH3:14][N:15]1[CH:19]=[CH:18][C:17]([NH:20][C:11]([C:8]2[C:6]3[N:7]=[C:2]([Cl:1])[N:3]=[CH:4][C:5]=3[S:10][CH:9]=2)=[O:13])=[N:16]1, predict the reactants needed to synthesize it. The reactants are: [Cl:1][C:2]1[N:3]=[CH:4][C:5]2[S:10][CH:9]=[C:8]([C:11]([OH:13])=O)[C:6]=2[N:7]=1.[CH3:14][N:15]1[CH:19]=[CH:18][C:17]([NH2:20])=[N:16]1.CCN(C(C)C)C(C)C.ON1C2N=CC=CC=2N=N1.CN(C(ON1N=NC2C=CC=NC1=2)=[N+](C)C)C.F[P-](F)(F)(F)(F)F. (10) Given the product [Br:1][C:2]1[CH:3]=[N:4][C:5]2[N:6]([N:8]=[C:9]([C:11]([N:27]3[CH2:26][CH2:25][N:24]4[C:20]([C:16]5[CH:15]=[N:14][CH:19]=[CH:18][CH:17]=5)=[CH:21][CH:22]=[C:23]4[CH2:28]3)=[O:13])[CH:10]=2)[CH:7]=1, predict the reactants needed to synthesize it. The reactants are: [Br:1][C:2]1[CH:3]=[N:4][C:5]2[N:6]([N:8]=[C:9]([C:11]([OH:13])=O)[CH:10]=2)[CH:7]=1.[N:14]1[CH:19]=[CH:18][CH:17]=[C:16]([C:20]2[N:24]3[CH2:25][CH2:26][NH:27][CH2:28][C:23]3=[CH:22][CH:21]=2)[CH:15]=1.